Dataset: Human Reference Interactome with 51,813 positive PPI pairs across 8,248 proteins, plus equal number of experimentally-validated negative pairs. Task: Binary Classification. Given two protein amino acid sequences, predict whether they physically interact or not. Protein 1 (ENSG00000070669) has sequence MCGIWALFGSDDCLSVQCLSAMKIAHRGPDAFRFENVNGYTNCCFGFHRLAVVDPLFGMQPIRVKKYPYLWLCYNGEIYNHKKMQQHFEFEYQTKVDGEIILHLYDKGGIEQTICMLDGVFAFVLLDTANKKVFLGRDTYGVRPLFKAMTEDGFLAVCSEAKGLVTLKHSATPFLKVEPFLPGHYEVLDLKPNGKVASVEMVKYHHCRDVPLHALYDNVEKLFPGFEIETVKNNLRILFNNAVKKRLMTDRRIGCLLSGGLDSSLVAATLLKQLKEAQVQYPLQTFAIGMEDSPDLLAAR.... Protein 2 (ENSG00000186280) has sequence METMKSKANCAQNPNCNIMIFHPTKEEFNDFDKYIAYMESQGAHRAGLAKIIPPKEWKARETYDNISEILIATPLQQVASGRAGVFTQYHKKKKAMTVGEYRHLANSKKYQTPPHQNFEDLERKYWKNRIYNSPIYGADISGSLFDENTKQWNLGHLGTIQDLLEKECGVVIEGVNTPYLYFGMWKTTFAWHTEDMDLYSINYLHLGEPKTWYVVPPEHGQRLERLARELFPGSSRGCGAFLRHKVALISPTVLKENGIPFNRITQEAGEFMVTFPYGYHAGFNHGFNCAEAINFATPRW.... Result: 0 (the proteins do not interact).